From a dataset of Catalyst prediction with 721,799 reactions and 888 catalyst types from USPTO. Predict which catalyst facilitates the given reaction. (1) Reactant: [CH2:1]([O:3][C@H:4]([CH2:10][C:11]1[CH:16]=[CH:15][C:14]([OH:17])=[CH:13][CH:12]=1)[C:5]([O:7][CH2:8][CH3:9])=[O:6])[CH3:2].Br[CH2:19][C:20]([C:22]1[CH:27]=[CH:26][CH:25]=[C:24]([O:28][CH3:29])[CH:23]=1)=[O:21].C(=O)([O-])[O-].[K+].[K+].O. The catalyst class is: 21. Product: [CH2:1]([O:3][C@H:4]([CH2:10][C:11]1[CH:12]=[CH:13][C:14]([O:17][CH2:19][C:20]([C:22]2[CH:27]=[CH:26][CH:25]=[C:24]([O:28][CH3:29])[CH:23]=2)=[O:21])=[CH:15][CH:16]=1)[C:5]([O:7][CH2:8][CH3:9])=[O:6])[CH3:2]. (2) Reactant: [CH2:1]([O:8][C:9]([N:11]1[CH2:16][CH2:15][NH:14][CH2:13][CH2:12]1)=[O:10])[C:2]1[CH:7]=[CH:6][CH:5]=[CH:4][CH:3]=1.[CH2:17]([O:24][C:25]1[CH:26]=[C:27]([NH:35][C:36](=[O:38])[CH3:37])[CH:28]=[CH:29][C:30]=1[C:31](=[O:34])[CH2:32]Br)[C:18]1[CH:23]=[CH:22][CH:21]=[CH:20][CH:19]=1.C(=O)([O-])[O-].[K+].[K+]. Product: [C:36]([NH:35][C:27]1[CH:28]=[CH:29][C:30]([C:31](=[O:34])[CH2:32][N:14]2[CH2:15][CH2:16][N:11]([C:9]([O:8][CH2:1][C:2]3[CH:7]=[CH:6][CH:5]=[CH:4][CH:3]=3)=[O:10])[CH2:12][CH2:13]2)=[C:25]([O:24][CH2:17][C:18]2[CH:19]=[CH:20][CH:21]=[CH:22][CH:23]=2)[CH:26]=1)(=[O:38])[CH3:37]. The catalyst class is: 3. (3) Reactant: [Cl:1][C:2]1[C:7]([C:8]2[C:9]([O:16]C)=[N:10][C:11]([O:14]C)=[N:12][CH:13]=2)=[CH:6][C:5]([F:18])=[CH:4][N:3]=1. Product: [ClH:1].[Cl:1][C:2]1[C:7]([C:8]2[C:9](=[O:16])[NH:10][C:11](=[O:14])[NH:12][CH:13]=2)=[CH:6][C:5]([F:18])=[CH:4][N:3]=1. The catalyst class is: 5. (4) Reactant: [CH:1]1([CH2:8][OH:9])[CH2:7][CH2:6][CH2:5][CH2:4][CH2:3][CH2:2]1.C1(P(C2C=CC=CC=2)C2C=CC=CC=2)C=CC=CC=1.O[C:30]1[CH:31]=[C:32]([CH:35]=[CH:36][CH:37]=1)[CH:33]=[O:34].N(C(OCC)=O)=NC(OCC)=O. Product: [CH:1]1([CH2:8][O:9][C:30]2[CH:31]=[C:32]([CH:35]=[CH:36][CH:37]=2)[CH:33]=[O:34])[CH2:7][CH2:6][CH2:5][CH2:4][CH2:3][CH2:2]1. The catalyst class is: 1. (5) Reactant: [Cl:1][C:2]1[CH:3]=[C:4]([Mg]Cl)[CH:5]=[CH:6][CH:7]=1.CON(C)[C:13]([C@@H:15]1[CH2:20][CH2:19][CH2:18][N:17]([C:21]([O:23][C:24]([CH3:27])([CH3:26])[CH3:25])=[O:22])[CH2:16]1)=[O:14]. Product: [C:24]([O:23][C:21]([N:17]1[CH2:18][CH2:19][CH2:20][C@@H:15]([C:13](=[O:14])[C:4]2[CH:5]=[CH:6][CH:7]=[C:2]([Cl:1])[CH:3]=2)[CH2:16]1)=[O:22])([CH3:27])([CH3:26])[CH3:25]. The catalyst class is: 1. (6) Reactant: [Br:1][C:2]1[CH:7]=[C:6]([N+:8]([O-:10])=[O:9])[C:5](F)=[CH:4][C:3]=1F.[C:13](=[O:16])([O-])[O-].[Cs+].[Cs+].[F:19][C:20]1[CH:25]=[C:24]([F:26])[CH:23]=[CH:22][C:21]=1[OH:27]. Product: [Br:1][C:2]1[CH:7]=[C:6]([N+:8]([O-:10])=[O:9])[C:5]([O:27][C:21]2[CH:22]=[CH:23][C:24]([F:26])=[CH:25][C:20]=2[F:19])=[CH:4][C:3]=1[O:16][C:13]1[CH:22]=[CH:21][C:20]([F:19])=[CH:25][C:24]=1[F:26]. The catalyst class is: 16. (7) Reactant: [CH2:1]([C:5]1[CH:6]=[C:7]2[C:12](=[C:13]([O:15][CH:16]3[CH2:21][CH2:20][N:19]([CH2:22][CH2:23][CH2:24][NH2:25])[CH2:18][CH2:17]3)[CH:14]=1)[N:11]=[CH:10][CH:9]=[CH:8]2)[CH2:2][CH2:3][CH3:4].C(N(CC)CC)C.[CH3:33][CH:34]([S:36]([Cl:39])(=[O:38])=[O:37])[CH3:35]. Product: [ClH:39].[ClH:39].[CH2:1]([C:5]1[CH:6]=[C:7]2[C:12](=[C:13]([O:15][CH:16]3[CH2:21][CH2:20][N:19]([CH2:22][CH2:23][CH2:24][NH:25][S:36]([CH:34]([CH3:35])[CH3:33])(=[O:38])=[O:37])[CH2:18][CH2:17]3)[CH:14]=1)[N:11]=[CH:10][CH:9]=[CH:8]2)[CH2:2][CH2:3][CH3:4]. The catalyst class is: 61. (8) Reactant: C1(C(C2C=CC=CC=2)[N:8]2[CH2:11][CH:10]([N:12]3[CH2:17][CH2:16][CH:15]([C:18]([N:20]4[CH2:25][CH2:24][O:23][CH2:22][CH2:21]4)=[O:19])[CH2:14][CH2:13]3)[CH2:9]2)C=CC=CC=1.C([O-])=O.[NH4+]. Product: [NH:8]1[CH2:9][CH:10]([N:12]2[CH2:17][CH2:16][CH:15]([C:18]([N:20]3[CH2:21][CH2:22][O:23][CH2:24][CH2:25]3)=[O:19])[CH2:14][CH2:13]2)[CH2:11]1. The catalyst class is: 261. (9) Reactant: Cl[C:2]1[N:7]=[C:6]([NH2:8])[CH:5]=[CH:4][N:3]=1.CCN(C(C)C)C(C)C.Br[C:19]1[C:28]2[C:23](=C[CH:25]=[C:26](OC)[N:27]=2)[N:22]=[CH:21]C=1N. Product: [CH3:19][C@@H:28]1[CH2:23][N:22]([CH3:21])[CH2:25][CH2:26][N:27]1[C:2]1[N:7]=[C:6]([NH2:8])[CH:5]=[CH:4][N:3]=1. The catalyst class is: 9.